From a dataset of Catalyst prediction with 721,799 reactions and 888 catalyst types from USPTO. Predict which catalyst facilitates the given reaction. (1) Reactant: O=[C:2]1[CH2:7][O:6][C:5]2[N:8]=[CH:9][C:10]([C:12]([O:14][CH3:15])=[O:13])=[CH:11][C:4]=2[NH:3]1. Product: [NH:3]1[CH2:2][CH2:7][O:6][C:5]2[N:8]=[CH:9][C:10]([C:12]([O:14][CH3:15])=[O:13])=[CH:11][C:4]1=2. The catalyst class is: 1. (2) Reactant: C([NH:9][C:10]([NH:12][C:13]1[C:18]([O:19][C:20]2[CH:25]=[CH:24][CH:23]=[CH:22][CH:21]=2)=[CH:17][C:16]([Cl:26])=[CH:15][N:14]=1)=[S:11])(=O)C1C=CC=CC=1.[OH-].[Na+]. Product: [Cl:26][C:16]1[CH:17]=[C:18]([O:19][C:20]2[CH:21]=[CH:22][CH:23]=[CH:24][CH:25]=2)[C:13]([NH:12][C:10]([NH2:9])=[S:11])=[N:14][CH:15]=1. The catalyst class is: 1. (3) Reactant: [F:1][C:2]1[C:3]([I:12])=[C:4]2[NH:10][N:9]=[C:8](N)[C:5]2=[N:6][CH:7]=1.CC(O)=O.N([O-])=O.[Na+]. Product: [F:1][C:2]1[C:3]([I:12])=[C:4]2[NH:10][N:9]=[CH:8][C:5]2=[N:6][CH:7]=1. The catalyst class is: 6. (4) Product: [CH3:1][O:2][C:3]1[CH:4]=[C:5]2[C:10](=[CH:11][C:12]=1[O:13][CH3:14])[N:9]=[CH:8][CH:7]=[C:6]2[O:15][C:16]1[CH:22]=[CH:21][C:19]([NH:20][C:34]([NH:33][C:28]2[CH:29]=[CH:30][CH:31]=[CH:32][C:27]=2[O:26][CH3:25])=[O:35])=[C:18]([CH3:23])[C:17]=1[CH3:24]. The catalyst class is: 22. Reactant: [CH3:1][O:2][C:3]1[CH:4]=[C:5]2[C:10](=[CH:11][C:12]=1[O:13][CH3:14])[N:9]=[CH:8][CH:7]=[C:6]2[O:15][C:16]1[CH:22]=[CH:21][C:19]([NH2:20])=[C:18]([CH3:23])[C:17]=1[CH3:24].[CH3:25][O:26][C:27]1[CH:32]=[CH:31][CH:30]=[CH:29][C:28]=1[N:33]=[C:34]=[O:35].CO. (5) Reactant: [C:9](O[C:9]([O:11][C:12]([CH3:15])([CH3:14])[CH3:13])=[O:10])([O:11][C:12]([CH3:15])([CH3:14])[CH3:13])=[O:10].[CH2:16]([O:23][C:24]1[CH:25]=[C:26]2[C:31](=[CH:32][CH:33]=1)[CH:30]([C:34]1[CH:39]=[CH:38][C:37]([O:40][CH2:41][CH2:42][N:43]3[CH2:47][CH2:46][CH2:45][CH2:44]3)=[CH:36][CH:35]=1)[NH:29][CH2:28][CH2:27]2)[C:17]1[CH:22]=[CH:21][CH:20]=[CH:19][CH:18]=1.CCN(CC)CC. Product: [C:12]([O:11][C:9]([N:29]1[CH2:28][CH2:27][C:26]2[C:31](=[CH:32][CH:33]=[C:24]([O:23][CH2:16][C:17]3[CH:18]=[CH:19][CH:20]=[CH:21][CH:22]=3)[CH:25]=2)[CH:30]1[C:34]1[CH:39]=[CH:38][C:37]([O:40][CH2:41][CH2:42][N:43]2[CH2:44][CH2:45][CH2:46][CH2:47]2)=[CH:36][CH:35]=1)=[O:10])([CH3:13])([CH3:14])[CH3:15]. The catalyst class is: 1. (6) Reactant: [CH3:1][O:2][C:3](=[O:23])[C@@H:4]([NH:15]C(OC(C)(C)C)=O)[CH2:5][NH:6][C:7]([C:9]1[S:10][C:11]([Cl:14])=[CH:12][CH:13]=1)=[O:8].[C:24]([OH:30])([C:26]([F:29])([F:28])[F:27])=[O:25]. Product: [F:27][C:26]([F:29])([F:28])[C:24]([OH:30])=[O:25].[CH3:1][O:2][C:3](=[O:23])[C@@H:4]([NH2:15])[CH2:5][NH:6][C:7]([C:9]1[S:10][C:11]([Cl:14])=[CH:12][CH:13]=1)=[O:8]. The catalyst class is: 2. (7) Reactant: [CH:1]1([C:7]2[C:8]3[CH:9]=[CH:10][C:11]([C:27]([O:29][CH3:30])=[O:28])=[CH:12][C:13]=3[N:14]3[CH2:21][CH2:20][NH:19][CH2:18][C:17]4[CH:22]=[C:23]([F:26])[CH:24]=[CH:25][C:16]=4[C:15]=23)[CH2:6][CH2:5][CH2:4][CH2:3][CH2:2]1.CCN(C(C)C)C(C)C.[CH3:40][N:41]([CH3:46])[CH2:42][C:43](O)=[O:44].CN(C(ON1N=NC2C=CC=NC1=2)=[N+](C)C)C.F[P-](F)(F)(F)(F)F. Product: [CH:1]1([C:7]2[C:8]3[CH:9]=[CH:10][C:11]([C:27]([O:29][CH3:30])=[O:28])=[CH:12][C:13]=3[N:14]3[CH2:21][CH2:20][N:19]([C:43](=[O:44])[CH2:42][N:41]([CH3:46])[CH3:40])[CH2:18][C:17]4[CH:22]=[C:23]([F:26])[CH:24]=[CH:25][C:16]=4[C:15]=23)[CH2:2][CH2:3][CH2:4][CH2:5][CH2:6]1. The catalyst class is: 473. (8) Reactant: Br[C:2]1[CH:20]=[CH:19][C:5]([CH2:6][N:7]2[CH2:12][CH2:11][O:10][CH:9]([C:13]3[CH:18]=[CH:17][CH:16]=[CH:15][CH:14]=3)[CH2:8]2)=[CH:4][CH:3]=1.B1(B2OC(C)(C)C(C)(C)O2)OC(C)(C)C(C)(C)O1.C([O-])(=O)C.[K+].C(=O)(O)[O-].[Na+].Br[C:50]1[CH:51]=[C:52]([CH3:57])[CH:53]=[CH:54][C:55]=1[Cl:56]. The catalyst class is: 128. Product: [Cl:56][C:55]1[CH:54]=[CH:53][C:52]([CH3:57])=[CH:51][C:50]=1[C:2]1[CH:20]=[CH:19][C:5]([CH2:6][N:7]2[CH2:12][CH2:11][O:10][CH:9]([C:13]3[CH:18]=[CH:17][CH:16]=[CH:15][CH:14]=3)[CH2:8]2)=[CH:4][CH:3]=1.